This data is from Catalyst prediction with 721,799 reactions and 888 catalyst types from USPTO. The task is: Predict which catalyst facilitates the given reaction. (1) Reactant: [S:1]([NH:11][NH2:12])([C:4]1[CH:10]=[CH:9][C:7]([CH3:8])=[CH:6][CH:5]=1)(=[O:3])=[O:2].[Cl:13][CH:14]([Cl:17])[CH:15]=O. Product: [S:1]([NH:11][N:12]=[CH:15][CH:14]([Cl:17])[Cl:13])([C:4]1[CH:5]=[CH:6][C:7]([CH3:8])=[CH:9][CH:10]=1)(=[O:2])=[O:3]. The catalyst class is: 796. (2) Reactant: C([N:8]1[C:12]([NH:13][CH:14]2[CH2:19][CH2:18][CH:17]([O:20][Si:21]([C:24]([CH3:27])([CH3:26])[CH3:25])([CH3:23])[CH3:22])[CH2:16][CH2:15]2)=[CH:11][N:10]=[N:9]1)C1C=CC=CC=1.C([O-])=O.[NH4+].C(O)(=O)C. The catalyst class is: 352. Product: [Si:21]([O:20][CH:17]1[CH2:18][CH2:19][CH:14]([NH:13][C:12]2[NH:8][N:9]=[N:10][CH:11]=2)[CH2:15][CH2:16]1)([C:24]([CH3:27])([CH3:26])[CH3:25])([CH3:23])[CH3:22]. (3) Reactant: [CH2:1]([O:8][C:9]1[C:10]([F:33])=[C:11]([CH:16]([C:18]2[C:26]3[C:21](=[N:22][CH:23]=[C:24]([C:27]4[CH:28]=[N:29][CH:30]=[CH:31][CH:32]=4)[CH:25]=3)[NH:20][CH:19]=2)[OH:17])[C:12]([F:15])=[CH:13][CH:14]=1)[C:2]1[CH:7]=[CH:6][CH:5]=[CH:4][CH:3]=1.CC(OI1(OC(C)=O)(OC(C)=O)OC(=O)C2C=CC=CC1=2)=O. Product: [CH2:1]([O:8][C:9]1[C:10]([F:33])=[C:11]([C:16]([C:18]2[C:26]3[C:21](=[N:22][CH:23]=[C:24]([C:27]4[CH:28]=[N:29][CH:30]=[CH:31][CH:32]=4)[CH:25]=3)[NH:20][CH:19]=2)=[O:17])[C:12]([F:15])=[CH:13][CH:14]=1)[C:2]1[CH:7]=[CH:6][CH:5]=[CH:4][CH:3]=1. The catalyst class is: 7. (4) Reactant: [C:1]([O:5][C:6](=[O:32])[NH:7][C:8]1[N:9](CC2C=CC=CC=2)[C:10](=[O:24])[CH2:11][C@@:12]([CH3:23])([C:14]2[CH:19]=[CH:18][CH:17]=[C:16]([N+:20]([O-])=O)[CH:15]=2)[N:13]=1)([CH3:4])([CH3:3])[CH3:2].C(OC(=O)NC1N(CC2C=CC=CC=2)C(=O)C[C@](C2C=CC=C(N)C=2)(C)N=1)(C)(C)C. Product: [C:1]([O:5][C:6](=[O:32])[NH:7][C:8]1[NH:9][C:10](=[O:24])[CH2:11][C@:12]([C:14]2[CH:19]=[CH:18][CH:17]=[C:16]([NH2:20])[CH:15]=2)([CH3:23])[N:13]=1)([CH3:2])([CH3:3])[CH3:4]. The catalyst class is: 370. (5) Reactant: [CH3:1][C:2]([CH3:6])([CH3:5])[CH:3]=O.[NH2:7][CH:8]1[C:17]2[C:12](=[CH:13][CH:14]=[C:15]([CH2:18][C:19]([NH:21][CH2:22][C:23]3[CH:28]=[CH:27][CH:26]=[CH:25][CH:24]=3)=[O:20])[CH:16]=2)[O:11][C:10]([CH3:30])([CH3:29])[CH:9]1[OH:31].[BH3-]C#N.[Na+].O. Product: [CH2:22]([NH:21][C:19](=[O:20])[CH2:18][C:15]1[CH:16]=[C:17]2[C:12](=[CH:13][CH:14]=1)[O:11][C:10]([CH3:29])([CH3:30])[CH:9]([OH:31])[CH:8]2[NH:7][CH2:1][C:2]([CH3:6])([CH3:5])[CH3:3])[C:23]1[CH:24]=[CH:25][CH:26]=[CH:27][CH:28]=1. The catalyst class is: 5. (6) Reactant: [NH2:1][C:2]1[S:3][CH:4]=[CH:5][N:6]=1.[C:7]([N+:11]#[C-:12])([CH3:10])([CH3:9])[CH3:8].[Cl:13][C:14]1[C:21]([Cl:22])=[CH:20][CH:19]=[CH:18][C:15]=1[CH:16]=O. Product: [C:7]([NH:11][C:12]1[N:6]2[C:2]([S:3][CH:4]=[CH:5]2)=[N:1][C:16]=1[C:15]1[CH:18]=[CH:19][CH:20]=[C:21]([Cl:22])[C:14]=1[Cl:13])([CH3:10])([CH3:9])[CH3:8]. The catalyst class is: 519. (7) Reactant: [NH:1]1[C:10](=[O:11])[C:9]2[NH:8][CH:7]=[N:6][C:5]=2[NH:4][C:2]1=[O:3].CCN([CH:18]([CH3:20])[CH3:19])C(C)C.[CH3:21][C:22]([O:25][C:26](O[C:26]([O:25][C:22]([CH3:24])([CH3:23])[CH3:21])=[O:27])=[O:27])([CH3:24])[CH3:23]. Product: [C:22]([O:25][C:26]([N:8]1[C:9]2[C:10](=[O:11])[NH:1][C:2](=[O:3])[N:4]([CH2:20][CH2:18][CH3:19])[C:5]=2[N:6]=[CH:7]1)=[O:27])([CH3:24])([CH3:23])[CH3:21]. The catalyst class is: 241. (8) Reactant: [C:1](/[C:3](=[C:9](/[C:11]1[CH:16]=[CH:15][C:14]([N:17]2[CH2:22][CH2:21][N:20]([CH3:23])[CH2:19][CH2:18]2)=[CH:13][CH:12]=1)\[CH3:10])/[C:4]([O:6][CH2:7]C)=[O:5])#[N:2]. Product: [C:1]([CH:3]([CH:9]([C:11]1[CH:16]=[CH:15][C:14]([N:17]2[CH2:18][CH2:19][N:20]([CH3:23])[CH2:21][CH2:22]2)=[CH:13][CH:12]=1)[CH3:10])[C:4]([O:6][CH3:7])=[O:5])#[N:2]. The catalyst class is: 5. (9) Product: [Cl:1][C:2]1[CH:3]=[C:4]([C:8]2[NH:17][N:16]=[C:10]([CH3:11])[C:9]=2[NH2:13])[CH:5]=[CH:6][CH:7]=1. The catalyst class is: 8. Reactant: [Cl:1][C:2]1[CH:3]=[C:4]([C:8](=O)[C:9](=[N:13]O)[C:10](=O)[CH3:11])[CH:5]=[CH:6][CH:7]=1.[NH2:16][NH2:17].